The task is: Regression. Given a peptide amino acid sequence and an MHC pseudo amino acid sequence, predict their binding affinity value. This is MHC class II binding data.. This data is from Peptide-MHC class II binding affinity with 134,281 pairs from IEDB. (1) The peptide sequence is AAFTAGTTVYGAFAA. The MHC is HLA-DQA10501-DQB10301 with pseudo-sequence HLA-DQA10501-DQB10301. The binding affinity (normalized) is 0.690. (2) The peptide sequence is YDKFLANVSPVLTGK. The MHC is DRB1_0701 with pseudo-sequence DRB1_0701. The binding affinity (normalized) is 0.807. (3) The MHC is DRB1_0401 with pseudo-sequence DRB1_0401. The binding affinity (normalized) is 0.867. The peptide sequence is YKFIPSLEAAVKQAY. (4) The peptide sequence is GDGFIDFNEFISFCN. The MHC is HLA-DQA10401-DQB10402 with pseudo-sequence HLA-DQA10401-DQB10402. The binding affinity (normalized) is 0.555. (5) The peptide sequence is AVMLTFDNAGMWNVR. The MHC is HLA-DPA10201-DPB10501 with pseudo-sequence HLA-DPA10201-DPB10501. The binding affinity (normalized) is 0.241.